Dataset: Reaction yield outcomes from USPTO patents with 853,638 reactions. Task: Predict the reaction yield, written as a fraction of the theoretical maximum amount of product (1.0 means a 100% yield; for example, 0.34 means a 34% yield). (1) The reactants are [NH:1]([C:8](=[O:33])[CH2:9][N:10]1[C:18]2[CH:17]=[CH:16][C:15]([Cl:19])=[C:14]([Cl:20])[C:13]=2[C:12]2[CH2:21][CH2:22][N:23](C(OC(C)(C)C)=O)[CH2:24][CH2:25][C:11]1=2)[C:2]1[CH:7]=[CH:6][CH:5]=[CH:4][CH:3]=1.C(O)(C(F)(F)F)=O. The yield is 0.670. The catalyst is C(Cl)Cl. The product is [ClH:19].[Cl:19][C:15]1[CH:16]=[CH:17][C:18]2[N:10]([CH2:9][C:8]([NH:1][C:2]3[CH:7]=[CH:6][CH:5]=[CH:4][CH:3]=3)=[O:33])[C:11]3[CH2:25][CH2:24][NH:23][CH2:22][CH2:21][C:12]=3[C:13]=2[C:14]=1[Cl:20]. (2) The reactants are Cl.[F:2][C:3]([F:17])([F:16])[C:4]1[CH:9]=[CH:8][CH:7]=[C:6]([N:10]2[CH2:15][CH2:14][NH:13][CH2:12][CH2:11]2)[CH:5]=1.C([O-])(O)=O.[Na+].Cl[S:24]([C:27]1[CH:32]=[CH:31][C:30]([CH:33]=[CH:34][C:35]([OH:37])=[O:36])=[CH:29][CH:28]=1)(=[O:26])=[O:25].Cl. The product is [F:17][C:3]([F:2])([F:16])[C:4]1[CH:5]=[C:6]([N:10]2[CH2:15][CH2:14][N:13]([S:24]([C:27]3[CH:28]=[CH:29][C:30](/[CH:33]=[CH:34]/[C:35]([OH:37])=[O:36])=[CH:31][CH:32]=3)(=[O:26])=[O:25])[CH2:12][CH2:11]2)[CH:7]=[CH:8][CH:9]=1. The yield is 0.820. The catalyst is O1CCOCC1.O.